This data is from Forward reaction prediction with 1.9M reactions from USPTO patents (1976-2016). The task is: Predict the product of the given reaction. (1) Given the reactants [Br:1][C:2]1[CH:7]=[CH:6][C:5]([C:8]2[CH:13]=[CH:12][C:11]([C:14]3[CH:19]=[CH:18][CH:17]=[CH:16][CH:15]=3)=[CH:10][CH:9]=2)=[CH:4][CH:3]=1.[I:20]I.O.S(=O)(=O)(O)O, predict the reaction product. The product is: [Br:1][C:2]1[CH:3]=[CH:4][C:5]([C:8]2[CH:13]=[CH:12][C:11]([I:20])([C:14]3[CH:19]=[CH:18][CH:17]=[CH:16][CH:15]=3)[CH2:10][CH:9]=2)=[CH:6][CH:7]=1. (2) Given the reactants [CH3:1][C:2]1[CH:10]=[C:9]([CH3:11])[C:8]([C:12]2[NH:16][CH:15]3[CH2:17][O:18][CH2:19][CH:14]3[N:13]=2)=[CH:7][C:3]=1[C:4]([OH:6])=O.Cl.[NH:21]1[CH2:26][CH2:25][CH:24]([C:27]2[CH:34]=[CH:33][C:30]([C:31]#[N:32])=[CH:29][CH:28]=2)[CH2:23][CH2:22]1.CCN=C=NCCCN(C)C.Cl, predict the reaction product. The product is: [CH3:1][C:2]1[CH:10]=[C:9]([CH3:11])[C:8]([C:12]2[NH:16][CH:15]3[CH2:17][O:18][CH2:19][CH:14]3[N:13]=2)=[CH:7][C:3]=1[C:4]([N:21]1[CH2:26][CH2:25][CH:24]([C:27]2[CH:34]=[CH:33][C:30]([C:31]#[N:32])=[CH:29][CH:28]=2)[CH2:23][CH2:22]1)=[O:6]. (3) Given the reactants [NH2:1][C@H:2]([CH3:10])[CH2:3][CH2:4][NH:5][CH2:6][CH:7]([CH3:9])[CH3:8].CC(N([C@H](C)CCNCC(C)C)C(=O)[O-])(C)C.[ClH:28], predict the reaction product. The product is: [ClH:28].[ClH:28].[NH2:1][C@H:2]([CH3:10])[CH2:3][CH2:4][NH:5][CH2:6][CH:7]([CH3:9])[CH3:8]. (4) Given the reactants [NH2:1][C:2]1[N:7]=[C:6]([C:8]2[CH:42]=[C:41]([Cl:43])[CH:40]=[CH:39][C:9]=2[O:10][C:11]2[C:16]([F:17])=[CH:15][C:14]([S:18]([N:21](CC3C=CC(OC)=CC=3OC)[C:22]3[S:26][N:25]=[CH:24][N:23]=3)(=[O:20])=[O:19])=[C:13]([F:38])[CH:12]=2)[CH:5]=[CH:4][CH:3]=1.C(=O)(O)[O-].[Na+].Cl[CH2:50][CH:51]=O, predict the reaction product. The product is: [Cl:43][C:41]1[CH:40]=[CH:39][C:9]([O:10][C:11]2[C:16]([F:17])=[CH:15][C:14]([S:18]([NH:21][C:22]3[S:26][N:25]=[CH:24][N:23]=3)(=[O:19])=[O:20])=[C:13]([F:38])[CH:12]=2)=[C:8]([C:6]2[N:7]3[CH:50]=[CH:51][N:1]=[C:2]3[CH:3]=[CH:4][CH:5]=2)[CH:42]=1. (5) Given the reactants Br[C:2]1[CH:3]=[N:4][N:5]2[C:10]([C:11]3[CH:12]=[C:13]([NH:17][C:18](=[O:29])[C:19]4[CH:24]=[CH:23][CH:22]=[C:21]([C:25]([F:28])([F:27])[F:26])[CH:20]=4)[CH:14]=[CH:15][CH:16]=3)=[CH:9][CH:8]=[N:7][C:6]=12.[CH3:30][N:31]1[CH2:36][CH2:35][N:34]([C:37]2[CH:42]=[CH:41][C:40](B3OC(C)(C)C(C)(C)O3)=[CH:39][CH:38]=2)[CH2:33][CH2:32]1, predict the reaction product. The product is: [CH3:30][N:31]1[CH2:36][CH2:35][N:34]([C:37]2[CH:38]=[CH:39][C:40]([C:2]3[CH:3]=[N:4][N:5]4[C:10]([C:11]5[CH:12]=[C:13]([NH:17][C:18](=[O:29])[C:19]6[CH:24]=[CH:23][CH:22]=[C:21]([C:25]([F:28])([F:27])[F:26])[CH:20]=6)[CH:14]=[CH:15][CH:16]=5)=[CH:9][CH:8]=[N:7][C:6]=34)=[CH:41][CH:42]=2)[CH2:33][CH2:32]1. (6) Given the reactants C(O)=O.C([O:8][C:9](=[O:46])[CH2:10][O:11][C:12]1[CH:13]=[C:14]2[C:18](=[CH:19][CH:20]=1)[N:17]([CH2:21][C:22]1[CH:27]=[CH:26][CH:25]=[C:24]([O:28][CH3:29])[CH:23]=1)[C:16]([C:30]([O:32][CH2:33][CH3:34])=[O:31])=[C:15]2[C:35]1[CH:40]=[CH:39][C:38]([O:41][CH2:42][CH:43]2[CH2:45][CH2:44]2)=[CH:37][CH:36]=1)(C)(C)C, predict the reaction product. The product is: [CH:43]1([CH2:42][O:41][C:38]2[CH:37]=[CH:36][C:35]([C:15]3[C:14]4[C:18](=[CH:19][CH:20]=[C:12]([O:11][CH2:10][C:9]([OH:46])=[O:8])[CH:13]=4)[N:17]([CH2:21][C:22]4[CH:27]=[CH:26][CH:25]=[C:24]([O:28][CH3:29])[CH:23]=4)[C:16]=3[C:30]([O:32][CH2:33][CH3:34])=[O:31])=[CH:40][CH:39]=2)[CH2:44][CH2:45]1. (7) Given the reactants [S:1]1[C:5]2[CH:6]=[C:7]([C:10]#[N:11])[CH:8]=[CH:9][C:4]=2[CH:3]=[CH:2]1.[Br:12]N1C(=O)CCC1=O, predict the reaction product. The product is: [Br:12][C:3]1[C:4]2[CH:9]=[CH:8][C:7]([C:10]#[N:11])=[CH:6][C:5]=2[S:1][CH:2]=1.